Predict the reaction yield, written as a fraction of the theoretical maximum amount of product (1.0 means a 100% yield; for example, 0.34 means a 34% yield). From a dataset of Reaction yield outcomes from USPTO patents with 853,638 reactions. (1) The reactants are [NH2:1][CH:2]1[CH:7]([OH:8])[CH2:6][CH2:5][CH:4]([C:9]([O:11][CH2:12][CH3:13])=[O:10])[CH2:3]1.C(N(CC)CC)C.[CH2:21]([O:28][C:29](ON1C(=O)CCC1=O)=[O:30])[C:22]1[CH:27]=[CH:26][CH:25]=[CH:24][CH:23]=1. The catalyst is ClCCl. The product is [CH2:21]([O:28][C:29]([NH:1][CH:2]1[CH:7]([OH:8])[CH2:6][CH2:5][CH:4]([C:9]([O:11][CH2:12][CH3:13])=[O:10])[CH2:3]1)=[O:30])[C:22]1[CH:27]=[CH:26][CH:25]=[CH:24][CH:23]=1. The yield is 0.870. (2) The reactants are [NH2:1][C:2]1[CH:7]=[CH:6][C:5]([C:8]2[CH:13]=[CH:12][C:11]([C:14]#[N:15])=[CH:10][CH:9]=2)=[CH:4][C:3]=1[C:16]([F:19])([F:18])[F:17].[CH3:20][C:21]1([CH3:34])[O:33][C:25]2[C:26]([CH3:32])=[N:27][CH:28]=[C:29]([CH:30]=O)[C:24]=2[CH2:23][O:22]1. No catalyst specified. The product is [F:19][C:16]([F:17])([F:18])[C:3]1[CH:4]=[C:5]([C:8]2[CH:9]=[CH:10][C:11]([C:14]#[N:15])=[CH:12][CH:13]=2)[CH:6]=[CH:7][C:2]=1[NH:1][CH2:30][C:29]1[CH:28]=[N:27][C:26]([CH3:32])=[C:25]2[O:33][C:21]([CH3:34])([CH3:20])[O:22][CH2:23][C:24]=12. The yield is 0.400. (3) The reactants are [CH3:1][C:2](=[CH2:20])[CH2:3][O:4][C@H:5]([C@@H:10]([O:15][CH2:16][C:17]([CH3:19])=[CH2:18])[C:11](OC)=[O:12])[C:6](OC)=[O:7].[H-].[H-].[H-].[H-].[Li+].[Al+3]. The catalyst is C1COCC1. The product is [CH3:20][C:2](=[CH2:1])[CH2:3][O:4][C@H:5]([C@@H:10]([O:15][CH2:16][C:17]([CH3:19])=[CH2:18])[CH2:11][OH:12])[CH2:6][OH:7]. The yield is 0.920.